Dataset: Reaction yield outcomes from USPTO patents with 853,638 reactions. Task: Predict the reaction yield, written as a fraction of the theoretical maximum amount of product (1.0 means a 100% yield; for example, 0.34 means a 34% yield). (1) The reactants are [C:1]([C:3]1[CH:8]=[CH:7][C:6]([CH:9]2[CH2:14][CH2:13][N:12](C(OC(C)(C)C)=O)[CH:11]([CH3:22])[CH2:10]2)=[CH:5][CH:4]=1)#[N:2].C(O)(C(F)(F)F)=O. The product is [CH3:22][CH:11]1[CH2:10][CH:9]([C:6]2[CH:5]=[CH:4][C:3]([C:1]#[N:2])=[CH:8][CH:7]=2)[CH2:14][CH2:13][NH:12]1. The catalyst is ClCCl. The yield is 0.930. (2) The reactants are [C:1]1([N:7]2[CH2:12][CH2:11][NH:10][CH2:9][C:8]2=[O:13])[CH:6]=[CH:5][CH:4]=[CH:3][CH:2]=1.C(N(CC)CC)C.[F:21][C:22]([F:33])([F:32])[C:23](O[C:23](=[O:24])[C:22]([F:33])([F:32])[F:21])=[O:24]. The catalyst is C(Cl)Cl. The product is [C:1]1([N:7]2[CH2:12][CH2:11][N:10]([C:23](=[O:24])[C:22]([F:33])([F:32])[F:21])[CH2:9][C:8]2=[O:13])[CH:2]=[CH:3][CH:4]=[CH:5][CH:6]=1. The yield is 0.620.